Dataset: Forward reaction prediction with 1.9M reactions from USPTO patents (1976-2016). Task: Predict the product of the given reaction. (1) Given the reactants CC(C)[C@H](N1CC2C(=CC(C3C=CC([N+]([O-])=O)=CC=3)=CC=2)C1=O)C(OC)=O.Br[CH2:29][C:30]1[CH:35]=[CH:34][C:33]([C:36]2[CH:41]=[CH:40][C:39]([N+:42]([O-:44])=[O:43])=[CH:38][CH:37]=2)=[CH:32][C:31]=1[C:45]([O:47]C)=O.Cl.[NH2:50][C@@H:51]1[CH2:55][CH2:54][CH2:53][C@@H:52]1[C:56]([O:58][CH3:59])=[O:57], predict the reaction product. The product is: [N+:42]([C:39]1[CH:38]=[CH:37][C:36]([C:33]2[CH:32]=[C:31]3[C:30]([CH2:29][N:50]([C@@H:51]4[CH2:55][CH2:54][CH2:53][C@@H:52]4[C:56]([O:58][CH3:59])=[O:57])[C:45]3=[O:47])=[CH:35][CH:34]=2)=[CH:41][CH:40]=1)([O-:44])=[O:43]. (2) The product is: [ClH:27].[CH2:1]=[C:2]([C:4]1[N:5]=[CH:6][C:7]([O:10][C@H:11]2[CH2:26][N:14]3[CH2:15][CH2:16][NH:17][CH2:18][C@@H:13]3[CH2:12]2)=[N:8][CH:9]=1)[CH3:3]. Given the reactants [CH2:1]=[C:2]([C:4]1[N:5]=[CH:6][C:7]([O:10][C@H:11]2[CH2:26][N:14]3[CH2:15][CH2:16][N:17](C(OC(C)(C)C)=O)[CH2:18][C@@H:13]3[CH2:12]2)=[N:8][CH:9]=1)[CH3:3].[ClH:27], predict the reaction product. (3) Given the reactants [C:1]([C:5]1[CH:10]=[CH:9][C:8]([S:11]([N:14]([CH2:22][C:23](O)=[O:24])[C:15]2[CH:20]=[CH:19][C:18]([CH3:21])=[CH:17][CH:16]=2)(=[O:13])=[O:12])=[CH:7][CH:6]=1)([CH3:4])([CH3:3])[CH3:2].[CH3:26][NH:27][CH2:28][C:29]1[CH:30]=[N:31][CH:32]=[CH:33][CH:34]=1, predict the reaction product. The product is: [C:1]([C:5]1[CH:10]=[CH:9][C:8]([S:11]([N:14]([C:15]2[CH:16]=[CH:17][C:18]([CH3:21])=[CH:19][CH:20]=2)[CH2:22][C:23]([N:27]([CH3:26])[CH2:28][C:29]2[CH:30]=[N:31][CH:32]=[CH:33][CH:34]=2)=[O:24])(=[O:13])=[O:12])=[CH:7][CH:6]=1)([CH3:2])([CH3:3])[CH3:4]. (4) Given the reactants [H-].[CH:2]1(/[CH:8]=[C:9](\[CH3:13])/[C:10](=[O:12])[CH3:11])[CH2:7][CH2:6][CH:5]=[CH:4][CH2:3]1.[H-].[Al+3].[Li+].[H-].[H-].[H-], predict the reaction product. The product is: [CH:2]1(/[CH:8]=[C:9](\[CH3:13])/[CH:10]([OH:12])[CH3:11])[CH2:7][CH2:6][CH:5]=[CH:4][CH2:3]1.